From a dataset of Experimentally validated miRNA-target interactions with 360,000+ pairs, plus equal number of negative samples. Binary Classification. Given a miRNA mature sequence and a target amino acid sequence, predict their likelihood of interaction. (1) The miRNA is mmu-miR-106a-5p with sequence CAAAGUGCUAACAGUGCAGGUAG. The protein sequence of the target gene is MTPNSMTENGLPAWDKQKPRPDRGQDWKLVGMSEACLHRKSHVERRGALKNEQTSPHLIQATWTSSIFHLDPDDVNDQSISSAQTFQTEEKKCKGYIPSYLDKDELCVVCGDKATGYHYRCITCEGCKGFFRRTIQKSLHPSYSCKYEGKCIIDKVTRNQCQECRFKKCIYVGMATDLVLDDSKRLAKRKLIEENREKRRREELQKSIGHKPEPTDEEWELIKTVTEAHVATNAQGSHWKQKRKFLPEDIGQAPIVNAPEGGKVDLEAFSHFTKIITPAITRVVDFAKKLPMFCELPCED.... Result: 0 (no interaction). (2) The miRNA is hsa-miR-744-5p with sequence UGCGGGGCUAGGGCUAACAGCA. The protein sequence of the target gene is MVCGSPGGMLLLRAGLLALAALCLLRVPGARAAACEPVRIPLCKSLPWNMTKMPNHLHHSTQANAILAIEQFEGLLGTHCSPDLLFFLCAMYAPICTIDFQHEPIKPCKSVCERARQGCEPILIKYRHSWPENLACEELPVYDRGVCISPEAIVTADGADFPMDSSNGNCRGASSERCKCKPIRATQKTYFRNNYNYVIRAKVKEIKTKCHDVTAVVEVKEILKSSLVNIPRDTVNLYTSSGCLCPPLNVNEEYIIMGYEDEERSRLLLVEGSIAEKWKDRLGKKVKRWDMKLRHLGLSK.... Result: 1 (interaction).